Task: Predict the reaction yield, written as a fraction of the theoretical maximum amount of product (1.0 means a 100% yield; for example, 0.34 means a 34% yield).. Dataset: Reaction yield outcomes from USPTO patents with 853,638 reactions (1) The reactants are [Br:1][C:2]1[CH:21]=[CH:20][C:5]([CH2:6][C:7]2[NH:8][CH:9]=[C:10]([C:12]3[CH:17]=[CH:16][C:15]([Cl:18])=[CH:14][C:13]=3[Cl:19])[N:11]=2)=[CH:4][CH:3]=1.Br[CH2:23][C:24]1[CH:33]=[CH:32][C:27]([C:28]([O:30][CH3:31])=[O:29])=[CH:26][CH:25]=1. No catalyst specified. The product is [CH3:31][O:30][C:28](=[O:29])[C:27]1[CH:32]=[CH:33][C:24]([CH2:23][N:8]2[CH:9]=[C:10]([C:12]3[CH:17]=[CH:16][C:15]([Cl:18])=[CH:14][C:13]=3[Cl:19])[N:11]=[C:7]2[CH2:6][C:5]2[CH:20]=[CH:21][C:2]([Br:1])=[CH:3][CH:4]=2)=[CH:25][CH:26]=1. The yield is 0.660. (2) The reactants are [OH-].[K+].[CH3:3][C@@H:4]1[CH2:8][CH2:7][C:6](=O)[CH:5]1[C:10]([O:12]CC)=O.[NH2:15][C:16]([NH2:18])=[S:17]. The catalyst is O.C(O)C. The product is [SH:17][C:16]1[N:15]=[C:10]([OH:12])[C:5]2[C@H:4]([CH3:3])[CH2:8][CH2:7][C:6]=2[N:18]=1. The yield is 0.560. (3) The reactants are [OH:1][C:2]1[CH:7]=[CH:6][C:5]([S:8][CH2:9][CH2:10][CH2:11][C:12]([OH:14])=O)=[CH:4][CH:3]=1.[O:15]1[C:19]2[C:20]([CH2:24][NH:25][CH3:26])=[CH:21][CH:22]=[CH:23][C:18]=2[CH2:17][CH2:16]1. No catalyst specified. The product is [O:15]1[C:19]2[C:20]([CH2:24][N:25]([CH3:26])[C:12](=[O:14])[CH2:11][CH2:10][CH2:9][S:8][C:5]3[CH:4]=[CH:3][C:2]([OH:1])=[CH:7][CH:6]=3)=[CH:21][CH:22]=[CH:23][C:18]=2[CH2:17][CH2:16]1. The yield is 0.480. (4) The catalyst is ClCCl. The reactants are [F:1][C:2]1[CH:3]=[C:4]([CH:54]=[C:55]([F:57])[CH:56]=1)[C:5]([C:7]1[CH:8]=[C:9]2[C:13](=[CH:14][CH:15]=1)[N:12](C(C1C=CC=CC=1)(C1C=CC=CC=1)C1C=CC=CC=1)[N:11]=[C:10]2[NH:35][C:36](=[O:53])[C:37]1[CH:42]=[CH:41][C:40]([N:43]2[CH2:48][CH2:47][N:46]([CH3:49])[CH2:45][CH2:44]2)=[CH:39][C:38]=1[N+:50]([O-:52])=[O:51])=[O:6].FC(F)(F)C(O)=O. The yield is 0.780. The product is [F:1][C:2]1[CH:3]=[C:4]([CH:54]=[C:55]([F:57])[CH:56]=1)[C:5]([C:7]1[CH:8]=[C:9]2[C:13](=[CH:14][CH:15]=1)[NH:12][N:11]=[C:10]2[NH:35][C:36](=[O:53])[C:37]1[CH:42]=[CH:41][C:40]([N:43]2[CH2:44][CH2:45][N:46]([CH3:49])[CH2:47][CH2:48]2)=[CH:39][C:38]=1[N+:50]([O-:52])=[O:51])=[O:6]. (5) The reactants are [CH:1]1([CH2:7][C@H:8]2[CH2:13][C@@H:12]([C:14](=[O:21])[CH2:15][C:16](OCC)=[O:17])[CH2:11][CH2:10][N:9]2[C:22]([O:24][CH3:25])=[O:23])[CH2:6][CH2:5][CH2:4][CH2:3][CH2:2]1.[OH-].[Na+].Cl.[NH2:29]O.Cl. The catalyst is CO.CO.O. The product is [CH:1]1([CH2:7][C@H:8]2[CH2:13][C@@H:12]([C:14]3[O:21][NH:29][C:16](=[O:17])[CH:15]=3)[CH2:11][CH2:10][N:9]2[C:22]([O:24][CH3:25])=[O:23])[CH2:6][CH2:5][CH2:4][CH2:3][CH2:2]1. The yield is 0.531.